This data is from Peptide-MHC class II binding affinity with 134,281 pairs from IEDB. The task is: Regression. Given a peptide amino acid sequence and an MHC pseudo amino acid sequence, predict their binding affinity value. This is MHC class II binding data. (1) The peptide sequence is VSEALRIIAGTLEVH. The MHC is HLA-DQA10101-DQB10501 with pseudo-sequence HLA-DQA10101-DQB10501. The binding affinity (normalized) is 0.0659. (2) The peptide sequence is WLGARYLEFEALGFLNE. The MHC is DRB1_0101 with pseudo-sequence DRB1_0101. The binding affinity (normalized) is 0.773. (3) The peptide sequence is KIPTHRHIVGKPCPK. The MHC is DRB1_0101 with pseudo-sequence DRB1_0101. The binding affinity (normalized) is 0.197. (4) The peptide sequence is KSRTLKSFFAWSLSD. The MHC is DRB1_0404 with pseudo-sequence DRB1_0404. The binding affinity (normalized) is 0.507. (5) The peptide sequence is LIDVSGITLKQATTA. The MHC is DRB1_0401 with pseudo-sequence DRB1_0401. The binding affinity (normalized) is 0.510. (6) The peptide sequence is NKFVSPKSVIGTFVA. The MHC is H-2-IAb with pseudo-sequence H-2-IAb. The binding affinity (normalized) is 0.171. (7) The peptide sequence is VKPLYIITPTNVSHI. The MHC is DRB1_0901 with pseudo-sequence DRB1_0901. The binding affinity (normalized) is 0.831. (8) The peptide sequence is ELKESWGAIWRIDTP. The MHC is HLA-DQA10102-DQB10502 with pseudo-sequence HLA-DQA10102-DQB10502. The binding affinity (normalized) is 0.394. (9) The peptide sequence is SMPFGKTPVLEIDGK. The MHC is DRB1_1201 with pseudo-sequence DRB1_1201. The binding affinity (normalized) is 0. (10) The peptide sequence is DQDLELSWNLNGLQAY. The MHC is HLA-DQA10301-DQB10302 with pseudo-sequence HLA-DQA10301-DQB10302. The binding affinity (normalized) is 0.372.